This data is from Catalyst prediction with 721,799 reactions and 888 catalyst types from USPTO. The task is: Predict which catalyst facilitates the given reaction. (1) Reactant: [CH:1]([C:3]1[S:7][C:6]([C:8]([OH:10])=O)=[CH:5][CH:4]=1)=[O:2].Cl.C(N=C=NCCCN(C)C)C.[CH3:23][O:24][CH2:25][CH2:26][NH:27][CH3:28].Cl. Product: [CH3:23][O:24][CH2:25][CH2:26][N:27]([CH3:28])[C:8]([C:6]1[S:7][C:3]([CH:1]=[O:2])=[CH:4][CH:5]=1)=[O:10]. The catalyst class is: 289. (2) Reactant: [CH3:1][O:2][C:3]([C:5]1[N:17]([CH2:18][C:19]2[CH:24]=[CH:23][C:22]([F:25])=[CH:21][CH:20]=2)[C:8]2=[N:9][CH:10]=[C:11]([S:13]([CH3:16])(=[O:15])=[O:14])[CH:12]=[C:7]2[CH:6]=1)=O.O.[NH2:27][NH2:28]. Product: [F:25][C:22]1[CH:21]=[CH:20][C:19]([CH2:18][N:17]2[C:8]3=[N:9][CH:10]=[C:11]([S:13]([CH3:16])(=[O:14])=[O:15])[CH:12]=[C:7]3[CH:6]=[C:5]2[C:3]2[O:2][CH:1]=[N:27][N:28]=2)=[CH:24][CH:23]=1. The catalyst class is: 8. (3) Reactant: Br[CH2:2][CH2:3][O:4][C:5]1[CH:6]=[C:7]([CH:24]=[CH:25][C:26]=1[CH2:27][S:28]([CH3:31])(=[O:30])=[O:29])[C:8]([NH:10][C:11]1[CH:16]=[CH:15][C:14]([Cl:17])=[C:13]([C:18]2[CH:23]=[CH:22][CH:21]=[CH:20][N:19]=2)[CH:12]=1)=[O:9].C(=O)([O-])[O-].[K+].[K+].[CH3:38][CH:39]1[O:44][CH:43]([CH3:45])[CH2:42][NH:41][CH2:40]1. Product: [Cl:17][C:14]1[CH:15]=[CH:16][C:11]([NH:10][C:8](=[O:9])[C:7]2[CH:24]=[CH:25][C:26]([CH2:27][S:28]([CH3:31])(=[O:30])=[O:29])=[C:5]([O:4][CH2:3][CH2:2][N:41]3[CH2:40][CH:39]([CH3:38])[O:44][CH:43]([CH3:45])[CH2:42]3)[CH:6]=2)=[CH:12][C:13]=1[C:18]1[CH:23]=[CH:22][CH:21]=[CH:20][N:19]=1. The catalyst class is: 3. (4) Reactant: C([O:8][C:9]1[CH:13]=[C:12](/[CH:14]=[CH:15]/[C:16]([O:18][CH2:19][CH3:20])=[O:17])[N:11]([CH:21]([CH3:23])[CH3:22])[N:10]=1)C1C=CC=CC=1. Product: [OH:8][C:9]1[CH:13]=[C:12]([CH2:14][CH2:15][C:16]([O:18][CH2:19][CH3:20])=[O:17])[N:11]([CH:21]([CH3:22])[CH3:23])[N:10]=1. The catalyst class is: 349.